This data is from Full USPTO retrosynthesis dataset with 1.9M reactions from patents (1976-2016). The task is: Predict the reactants needed to synthesize the given product. (1) Given the product [Cl:1][C:2]1[CH:3]=[C:4]([C:9]([C:12]2[N:16]([C:17]3[CH:22]=[CH:21][C:20]([F:23])=[C:19]([O:24][CH3:25])[CH:18]=3)[C:15]([S:26][CH2:27][C:28]3[C:42]([F:43])=[CH:41][C:31]([C:32]([NH:34][CH2:35][CH2:36][C:37]([OH:39])=[O:38])=[O:33])=[CH:30][C:29]=3[F:44])=[N:14][CH:13]=2)([CH3:10])[CH3:11])[CH:5]=[CH:6][C:7]=1[Cl:8], predict the reactants needed to synthesize it. The reactants are: [Cl:1][C:2]1[CH:3]=[C:4]([C:9]([C:12]2[N:16]([C:17]3[CH:22]=[CH:21][C:20]([F:23])=[C:19]([O:24][CH3:25])[CH:18]=3)[C:15]([S:26][CH2:27][C:28]3[C:42]([F:43])=[CH:41][C:31]([C:32]([NH:34][CH2:35][CH2:36][C:37]([O:39]C)=[O:38])=[O:33])=[CH:30][C:29]=3[F:44])=[N:14][CH:13]=2)([CH3:11])[CH3:10])[CH:5]=[CH:6][C:7]=1[Cl:8].[OH-].[Na+].Cl. (2) The reactants are: [OH-].[Na+].[CH3:3][C:4]1[CH:5]=[C:6]([C:21]2[CH:22]=[C:23]([C:27]([O:29]CC)=[O:28])[CH:24]=[N:25][CH:26]=2)[CH:7]=[C:8]([NH:10][C:11]2[N:16]=[C:15]([C:17]([F:20])([F:19])[F:18])[CH:14]=[CH:13][N:12]=2)[CH:9]=1.Cl. Given the product [CH3:3][C:4]1[CH:5]=[C:6]([C:21]2[CH:22]=[C:23]([C:27]([OH:29])=[O:28])[CH:24]=[N:25][CH:26]=2)[CH:7]=[C:8]([NH:10][C:11]2[N:16]=[C:15]([C:17]([F:20])([F:18])[F:19])[CH:14]=[CH:13][N:12]=2)[CH:9]=1, predict the reactants needed to synthesize it. (3) Given the product [OH:1][C:2]1[CH:3]=[CH:4][C:5]([C:8]2[CH:13]=[CH:12][CH:11]=[C:10]([C:14](=[O:16])[CH3:15])[CH:9]=2)=[CH:6][C:7]=1[I:17], predict the reactants needed to synthesize it. The reactants are: [OH:1][C:2]1[CH:7]=[CH:6][C:5]([C:8]2[CH:13]=[CH:12][CH:11]=[C:10]([C:14](=[O:16])[CH3:15])[CH:9]=2)=[CH:4][CH:3]=1.[I-:17].[K+].II.